From a dataset of M1 muscarinic receptor antagonist screen with 61,756 compounds. Binary Classification. Given a drug SMILES string, predict its activity (active/inactive) in a high-throughput screening assay against a specified biological target. (1) The molecule is O=C(N1CCC(CC1)Cc1ccccc1)Cc1[nH]c(=O)[nH]c(=O)c1. The result is 0 (inactive). (2) The drug is o1c2c(c3CCCCc3c1=O)cc(c(O)c2)CC. The result is 0 (inactive). (3) The drug is Clc1c(C2n3[nH]cnc3=NC(=C2C(=O)C)C)cccc1. The result is 0 (inactive). (4) The compound is S(c1nc2OC(N(c3c(c2nn1)cccc3)C(=O)C)c1n(ccc1)C)C. The result is 1 (active). (5) The drug is O=C1N(C2CCN(CC2)C(OCC)=O)C(Nc2c(cccc2)C(OCC)=O)c2c1cccc2. The result is 1 (active).